From a dataset of Reaction yield outcomes from USPTO patents with 853,638 reactions. Predict the reaction yield, written as a fraction of the theoretical maximum amount of product (1.0 means a 100% yield; for example, 0.34 means a 34% yield). (1) The reactants are [NH2:1][C:2]1[C:11]2[C:6](=[C:7](Br)[CH:8]=[CH:9][CH:10]=2)[N:5]=[N:4][C:3]=1[C:13]([NH:15][CH2:16][CH2:17][CH3:18])=[O:14].[F:19][C:20]1[CH:25]=[CH:24][C:23]([O:26][CH3:27])=[CH:22][C:21]=1B(O)O. No catalyst specified. The product is [NH2:1][C:2]1[C:11]2[C:6](=[C:7]([C:21]3[CH:22]=[C:23]([O:26][CH3:27])[CH:24]=[CH:25][C:20]=3[F:19])[CH:8]=[CH:9][CH:10]=2)[N:5]=[N:4][C:3]=1[C:13]([NH:15][CH2:16][CH2:17][CH3:18])=[O:14]. The yield is 0.830. (2) The reactants are Br[C:2]1[CH:7]=[CH:6][C:5]([Br:8])=[CH:4][CH:3]=1.[NH2:9][C:10]1[CH:11]=[C:12](B(O)O)[CH:13]=[CH:14][CH:15]=1.C(=O)([O-])[O-].[Na+].[Na+].C(OCC)(=O)C. The catalyst is CN(C)C=O.O. The product is [Br:8][C:5]1[CH:6]=[CH:7][C:2]([C:14]2[CH:13]=[CH:12][CH:11]=[C:10]([NH2:9])[CH:15]=2)=[CH:3][CH:4]=1. The yield is 0.570. (3) The reactants are [CH:1]1([CH2:6][CH:7]([C:16]2[CH:21]=[CH:20][C:19]([O:22]C)=[CH:18][CH:17]=2)[C:8]([NH:10][C:11]2[S:12][CH:13]=[CH:14][N:15]=2)=[O:9])[CH2:5][CH2:4][CH2:3][CH2:2]1.B(Br)(Br)Br. The catalyst is C(Cl)Cl. The product is [CH:1]1([CH2:6][CH:7]([C:16]2[CH:21]=[CH:20][C:19]([OH:22])=[CH:18][CH:17]=2)[C:8]([NH:10][C:11]2[S:12][CH:13]=[CH:14][N:15]=2)=[O:9])[CH2:5][CH2:4][CH2:3][CH2:2]1. The yield is 0.634. (4) The reactants are [H-].[H-].[H-].[H-].[Li+].[Al+3].[F:7][C:8]1[CH:13]=[CH:12][C:11]([C:14]2[C:15]3[CH:32]=[CH:31][C:30]([O:33][CH3:34])=[CH:29][C:16]=3[S:17](=O)[C:18]=2[O:19][C:20]2[CH:25]=[CH:24][C:23]([O:26][CH3:27])=[CH:22][CH:21]=2)=[CH:10][CH:9]=1. The catalyst is C1COCC1. The product is [F:7][C:8]1[CH:13]=[CH:12][C:11]([C:14]2[C:15]3[CH:32]=[CH:31][C:30]([O:33][CH3:34])=[CH:29][C:16]=3[S:17][C:18]=2[O:19][C:20]2[CH:21]=[CH:22][C:23]([O:26][CH3:27])=[CH:24][CH:25]=2)=[CH:10][CH:9]=1. The yield is 0.670. (5) The reactants are [NH2:1][C:2]1[CH:3]=[C:4]([CH:21]=[CH:22][C:23]=1[F:24])[O:5][C:6]1[CH:7]=[CH:8][C:9]2[N:10]([CH:12]=[C:13]([NH:15][C:16]([CH:18]3[CH2:20][CH2:19]3)=[O:17])[N:14]=2)[N:11]=1.[CH3:25][C:26]1[O:27][C:28]([CH3:34])=[C:29]([C:31](Cl)=[O:32])[N:30]=1.O. The catalyst is CN(C)C(=O)C. The product is [CH:18]1([C:16]([NH:15][C:13]2[N:14]=[C:9]3[CH:8]=[CH:7][C:6]([O:5][C:4]4[CH:21]=[CH:22][C:23]([F:24])=[C:2]([NH:1][C:31]([C:29]5[N:30]=[C:26]([CH3:25])[O:27][C:28]=5[CH3:34])=[O:32])[CH:3]=4)=[N:11][N:10]3[CH:12]=2)=[O:17])[CH2:20][CH2:19]1. The yield is 0.720. (6) The reactants are Br[C:2]1[CH:7]=[CH:6][CH:5]=[CH:4][CH:3]=1.[C:8]([N:11]1[C:20]2[C:15](=[CH:16][C:17]([N:21]3[CH2:26][CH2:25][N:24]([C:27]([O:29][C:30]([CH3:33])([CH3:32])[CH3:31])=[O:28])[CH2:23][CH2:22]3)=[CH:18][CH:19]=2)[C@H:14]([NH2:34])[C@@H:13]([CH3:35])[C@@H:12]1[CH3:36])(=[O:10])[CH3:9].CN(C1C(C2C(P(C3CCCCC3)C3CCCCC3)=CC=CC=2)=CC=CC=1)C.CC(C)([O-])C.[Na+]. The catalyst is O1CCOCC1.C1C=CC(/C=C/C(/C=C/C2C=CC=CC=2)=O)=CC=1.C1C=CC(/C=C/C(/C=C/C2C=CC=CC=2)=O)=CC=1.C1C=CC(/C=C/C(/C=C/C2C=CC=CC=2)=O)=CC=1.[Pd].[Pd]. The product is [C:8]([N:11]1[C:20]2[C:15](=[CH:16][C:17]([N:21]3[CH2:22][CH2:23][N:24]([C:27]([O:29][C:30]([CH3:33])([CH3:32])[CH3:31])=[O:28])[CH2:25][CH2:26]3)=[CH:18][CH:19]=2)[C@H:14]([NH:34][C:2]2[CH:7]=[CH:6][CH:5]=[CH:4][CH:3]=2)[C@@H:13]([CH3:35])[C@@H:12]1[CH3:36])(=[O:10])[CH3:9]. The yield is 0.320. (7) The reactants are Cl[C:2]1[N:28]=[C:27]([C:29]([F:32])([F:31])[F:30])[CH:26]=[CH:25][C:3]=1[C:4]([NH:6][CH2:7][C:8]1([CH2:21][CH:22]2[CH2:24][CH2:23]2)[CH2:13][CH2:12][CH:11]([S:14]([CH2:17][CH:18]2[CH2:20][CH2:19]2)(=[O:16])=[O:15])[CH2:10][CH2:9]1)=[O:5].[CH3:33][S-:34].[Na+].O. The catalyst is CC(O)C. The product is [CH:18]1([CH2:17][S:14]([CH:11]2[CH2:12][CH2:13][C:8]([CH2:7][NH:6][C:4](=[O:5])[C:3]3[CH:25]=[CH:26][C:27]([C:29]([F:32])([F:31])[F:30])=[N:28][C:2]=3[S:34][CH3:33])([CH2:21][CH:22]3[CH2:24][CH2:23]3)[CH2:9][CH2:10]2)(=[O:16])=[O:15])[CH2:20][CH2:19]1. The yield is 0.970.